Dataset: Forward reaction prediction with 1.9M reactions from USPTO patents (1976-2016). Task: Predict the product of the given reaction. (1) Given the reactants [CH3:1][S:2]([C:5]1[CH:10]=[CH:9][CH:8]=[CH:7][C:6]=1[C:11]1[C:12]2[N:13]([N:17]=[C:18]([NH2:20])[N:19]=2)[CH:14]=[CH:15][CH:16]=1)(=[O:4])=[O:3].Br[C:22]1[CH:23]=[C:24]([N:28]2[CH2:33][CH2:32][N:31]([CH3:34])[CH2:30][CH2:29]2)[CH:25]=[CH:26][CH:27]=1.C1(P(C2CCCCC2)C2C=CC=CC=2C2C=CC=CC=2P(C2CCCCC2)C2CCCCC2)CCCCC1, predict the reaction product. The product is: [CH3:1][S:2]([C:5]1[CH:10]=[CH:9][CH:8]=[CH:7][C:6]=1[C:11]1[C:12]2[N:13]([N:17]=[C:18]([NH:20][C:22]3[CH:27]=[CH:26][CH:25]=[C:24]([N:28]4[CH2:33][CH2:32][N:31]([CH3:34])[CH2:30][CH2:29]4)[CH:23]=3)[N:19]=2)[CH:14]=[CH:15][CH:16]=1)(=[O:3])=[O:4]. (2) Given the reactants [Cl:1][C:2]1[CH:11]=[C:10]([Cl:12])[C:9]([OH:13])=[C:8]2[C:3]=1[CH:4]=[CH:5][C:6]([CH3:14])=[N:7]2.[Se](=O)=[O:16], predict the reaction product. The product is: [Cl:1][C:2]1[CH:11]=[C:10]([Cl:12])[C:9]([OH:13])=[C:8]2[C:3]=1[CH:4]=[CH:5][C:6]([CH:14]=[O:16])=[N:7]2. (3) Given the reactants [CH3:1][O:2][CH2:3][C:4]1[CH:9]=[C:8]([C:10]2[O:14][N:13]=[C:12]([C:15]3[CH:16]=[C:17]([CH2:21][CH2:22][N:23]([CH3:32])[CH2:24][C:25]([O:27]C(C)(C)C)=[O:26])[CH:18]=[CH:19][CH:20]=3)[N:11]=2)[CH:7]=[CH:6][C:5]=1[C:33]1[CH:38]=[CH:37][CH:36]=[CH:35][C:34]=1[CH3:39].Cl, predict the reaction product. The product is: [CH3:1][O:2][CH2:3][C:4]1[CH:9]=[C:8]([C:10]2[O:14][N:13]=[C:12]([C:15]3[CH:16]=[C:17]([CH2:21][CH2:22][N:23]([CH2:24][C:25]([OH:27])=[O:26])[CH3:32])[CH:18]=[CH:19][CH:20]=3)[N:11]=2)[CH:7]=[CH:6][C:5]=1[C:33]1[CH:38]=[CH:37][CH:36]=[CH:35][C:34]=1[CH3:39]. (4) Given the reactants [CH3:1][O:2][C:3]1[C:8]([NH2:9])=[CH:7][C:6]([CH2:10][S:11](/[CH:14]=[CH:15]/[C:16]2[C:21]([O:22][CH3:23])=[CH:20][C:19]([O:24][CH3:25])=[CH:18][C:17]=2[O:26][CH3:27])(=[O:13])=[O:12])=[CH:5][N:4]=1.Br[CH2:29][C:30]([O:32][CH2:33][CH3:34])=[O:31].C(=O)([O-])[O-].[K+].[K+], predict the reaction product. The product is: [CH3:1][O:2][C:3]1[C:8]([NH:9][CH2:29][C:30]([O:32][CH2:33][CH3:34])=[O:31])=[CH:7][C:6]([CH2:10][S:11](/[CH:14]=[CH:15]/[C:16]2[C:21]([O:22][CH3:23])=[CH:20][C:19]([O:24][CH3:25])=[CH:18][C:17]=2[O:26][CH3:27])(=[O:13])=[O:12])=[CH:5][N:4]=1. (5) Given the reactants [NH2:1][C:2]1[S:3][C@H:4]2[O:10][C@H:9]([CH2:11][OH:12])[C@@H:8]([OH:13])[C@H:7]([OH:14])[C@H:5]2[N:6]=1.C([O-])([O-])=O.[Na+].[Na+].Cl[C:22]([O:24][CH3:25])=[O:23], predict the reaction product. The product is: [CH3:25][O:24][C:22](=[O:23])[NH:1][C:2]1[S:3][C@H:4]2[O:10][C@H:9]([CH2:11][OH:12])[C@@H:8]([OH:13])[C@H:7]([OH:14])[C@H:5]2[N:6]=1. (6) Given the reactants [Br:1][C:2]1[N:3]=[C:4]([C:24]2[C:25]([CH3:30])=[N:26][CH:27]=[CH:28][CH:29]=2)[N:5]2[C:10]3[CH:11]=[CH:12][N:13]([S:14]([C:17]4[CH:23]=[CH:22][C:20]([CH3:21])=[CH:19][CH:18]=4)(=[O:16])=[O:15])[C:9]=3[N:8]=[CH:7][C:6]=12.[OH2:31], predict the reaction product. The product is: [Br:1][C:2]1[N:3]=[C:4]([C:24]2[C:25]([CH:30]=[O:31])=[N:26][CH:27]=[CH:28][CH:29]=2)[N:5]2[C:10]3[CH:11]=[CH:12][N:13]([S:14]([C:17]4[CH:18]=[CH:19][C:20]([CH3:21])=[CH:22][CH:23]=4)(=[O:16])=[O:15])[C:9]=3[N:8]=[CH:7][C:6]=12.